Dataset: Reaction yield outcomes from USPTO patents with 853,638 reactions. Task: Predict the reaction yield, written as a fraction of the theoretical maximum amount of product (1.0 means a 100% yield; for example, 0.34 means a 34% yield). (1) The reactants are [CH3:1][O:2][C:3]([C:5]1[C:13]([NH:14][C:15]2[CH:20]=[CH:19][C:18]([Br:21])=[CH:17][CH:16]=2)=[C:12]([F:22])[C:8]2[N:9]=[CH:10][NH:11][C:7]=2[CH:6]=1)=[O:4].[Cl:23]N1C(=O)CCC1=O. The catalyst is CN(C)C=O. The product is [CH3:1][O:2][C:3]([C:5]1[C:13]([NH:14][C:15]2[CH:20]=[CH:19][C:18]([Br:21])=[CH:17][C:16]=2[Cl:23])=[C:12]([F:22])[C:8]2[N:9]=[CH:10][NH:11][C:7]=2[CH:6]=1)=[O:4]. The yield is 0.870. (2) The reactants are [Si:1]([O:8][C@@H:9]1[C@H:13]([CH2:14][O:15][Si:16]([C:19]([CH3:22])([CH3:21])[CH3:20])([CH3:18])[CH3:17])[CH2:12][C@@H:11]([O:23][C:24]2[CH:29]=[C:28](Cl)[N:27]=[CH:26][N:25]=2)[CH2:10]1)([C:4]([CH3:7])([CH3:6])[CH3:5])([CH3:3])[CH3:2].C(=O)([O-])[O-].[Na+].[Na+]. The catalyst is CO.[Pd]. The product is [Si:1]([O:8][C@@H:9]1[C@H:13]([CH2:14][O:15][Si:16]([C:19]([CH3:20])([CH3:21])[CH3:22])([CH3:18])[CH3:17])[CH2:12][C@@H:11]([O:23][C:24]2[CH:29]=[CH:28][N:27]=[CH:26][N:25]=2)[CH2:10]1)([C:4]([CH3:5])([CH3:6])[CH3:7])([CH3:2])[CH3:3]. The yield is 0.700. (3) The reactants are [ClH:1].[NH2:2][C:3]1[N:8]=[C:7](O)[C:6]([NH2:10])=[C:5](O)[N:4]=1.P(Cl)(Cl)([Cl:14])=O. The catalyst is [Cl-].C([N+](CC)(CC)CC)C. The product is [Cl:1][C:5]1[C:6]([NH2:10])=[C:7]([Cl:14])[N:8]=[C:3]([NH2:2])[N:4]=1. The yield is 0.640. (4) The reactants are [CH:1]([C:3]1[CH:20]=[CH:19][C:6]([O:7][CH2:8][CH2:9][C:10]2[CH:18]=[CH:17][C:13]([C:14]([OH:16])=O)=[CH:12][CH:11]=2)=[CH:5][CH:4]=1)=[O:2].CN(C(O[N:29]1N=N[C:31]2C=CC=[CH:35][C:30]1=2)=[N+](C)C)C.[B-](F)(F)(F)F.C(N)(C)C.O. The catalyst is CN(C1C=CN=CC=1)C.CN(C=O)C. The product is [CH:1]([C:3]1[CH:4]=[CH:5][C:6]([O:7][CH2:8][CH2:9][C:10]2[CH:11]=[CH:12][C:13]([C:14]([NH:29][CH:30]([CH3:35])[CH3:31])=[O:16])=[CH:17][CH:18]=2)=[CH:19][CH:20]=1)=[O:2]. The yield is 0.856. (5) The reactants are [CH2:1]([NH2:8])[C:2]1[CH:7]=[CH:6][CH:5]=[CH:4][CH:3]=1.[OH:9][C:10]1[CH:15]=[C:14]([CH3:16])[O:13][C:12](=O)[CH:11]=1. The catalyst is O. The product is [CH2:1]([N:8]1[C:14]([CH3:16])=[CH:15][C:10]([OH:9])=[CH:11][C:12]1=[O:13])[C:2]1[CH:7]=[CH:6][CH:5]=[CH:4][CH:3]=1. The yield is 0.570. (6) The reactants are [OH:1][C:2]1[CH:11]=[C:10]2[C:5]([C:6]([Br:16])=[N:7][N:8]([CH:13]([CH3:15])[CH3:14])[C:9]2=[O:12])=[CH:4][CH:3]=1.C(=O)([O-])[O-].[K+].[K+].[CH3:23][S:24][CH2:25][CH2:26]Cl. The catalyst is CN(C=O)C. The product is [Br:16][C:6]1[C:5]2[C:10](=[CH:11][C:2]([O:1][CH2:26][CH2:25][S:24][CH3:23])=[CH:3][CH:4]=2)[C:9](=[O:12])[N:8]([CH:13]([CH3:14])[CH3:15])[N:7]=1. The yield is 0.240. (7) The reactants are [CH2:1]([C@H:8]([NH:29][C:30](=[O:40])[O:31][C@@H:32]1[C@H:39]2[C@H:35]([O:36][CH2:37][CH2:38]2)[O:34][CH2:33]1)[C@@H:9]([OH:28])[CH:10]([NH:17][S:18]([C:21]1[CH:26]=[CH:25][CH:24]=[C:23]([OH:27])[CH:22]=1)(=[O:20])=[O:19])OC1CCCC1)[C:2]1[CH:7]=[CH:6][CH:5]=[CH:4][CH:3]=1.Br[CH2:42][C:43]([N:45]1[CH2:50][CH2:49][O:48][CH2:47][CH2:46]1)=[O:44].[C:51](=[O:54])([O-])[O-].[K+].[K+]. The catalyst is CN(C=O)C. The product is [CH2:1]([C@H:8]([NH:29][C:30](=[O:40])[O:31][C@@H:32]1[C@H:39]2[C@H:35]([O:36][CH2:37][CH2:38]2)[O:34][CH2:33]1)[C@H:9]([OH:28])[CH2:10][N:17]([O:54][CH:51]1[CH2:3][CH2:2][CH2:1][CH2:8]1)[S:18]([C:21]1[CH:26]=[CH:25][CH:24]=[C:23]([O:27][CH2:42][C:43]([N:45]2[CH2:50][CH2:49][O:48][CH2:47][CH2:46]2)=[O:44])[CH:22]=1)(=[O:19])=[O:20])[C:2]1[CH:3]=[CH:4][CH:5]=[CH:6][CH:7]=1. The yield is 0.670.